This data is from Forward reaction prediction with 1.9M reactions from USPTO patents (1976-2016). The task is: Predict the product of the given reaction. (1) The product is: [C:18]([O:17][C:13]([NH:14][N:15]=[CH:1][CH2:2][C:4]1[O:5][C:6]2[CH:12]=[CH:11][CH:10]=[CH:9][C:7]=2[CH:8]=1)=[O:16])([CH3:21])([CH3:20])[CH3:19]. Given the reactants [CH3:1][C:2]([C:4]1[O:5][C:6]2[CH:12]=[CH:11][CH:10]=[CH:9][C:7]=2[CH:8]=1)=O.[C:13]([O:17][C:18]([CH3:21])([CH3:20])[CH3:19])(=[O:16])[NH:14][NH2:15], predict the reaction product. (2) Given the reactants [Br:1][C:2]1[CH:7]=[CH:6][C:5]([C:8](=[N:22][O:23][CH2:24][CH3:25])[CH:9]2[CH2:14][CH2:13][N:12]([C:15]3([CH3:21])[CH2:20][CH2:19][NH:18][CH2:17][CH2:16]3)[CH2:11][CH2:10]2)=[CH:4][CH:3]=1.[CH:26]1[C:35]2[C:30](=[CH:31][CH:32]=[CH:33][CH:34]=2)[CH:29]=[C:28]([C:36](O)=[O:37])[N:27]=1.CCN(CC)CC.CN(C(ON1N=NC2C=CC=NC1=2)=[N+](C)C)C.F[P-](F)(F)(F)(F)F, predict the reaction product. The product is: [Br:1][C:2]1[CH:7]=[CH:6][C:5]([C:8](=[N:22][O:23][CH2:24][CH3:25])[CH:9]2[CH2:10][CH2:11][N:12]([C:15]3([CH3:21])[CH2:20][CH2:19][N:18]([C:36]([C:28]4[N:27]=[CH:26][C:35]5[C:30]([CH:29]=4)=[CH:31][CH:32]=[CH:33][CH:34]=5)=[O:37])[CH2:17][CH2:16]3)[CH2:13][CH2:14]2)=[CH:4][CH:3]=1. (3) Given the reactants [CH3:1][S:2]([OH:5])(=[O:4])=[O:3].O.[CH3:7][S:8]([OH:11])(=[O:10])=[O:9], predict the reaction product. The product is: [S:2]([O-:5])(=[O:4])(=[O:3])[CH3:1].[CH3:7][S:8]([OH:11])(=[O:10])=[O:9]. (4) The product is: [CH3:19][O:18][C:11]1([CH2:15][O:16][CH3:17])[CH2:10][CH2:9][C:8]2[NH:7][C:6]3[N:5]=[CH:4][N:3]=[C:2]([NH:33][C:25]4[CH:26]=[C:27]5[C:31](=[CH:32][C:24]=4[O:23][CH:20]([CH3:22])[CH3:21])[NH:30][N:29]=[CH:28]5)[C:14]=3[C:13]=2[CH2:12]1. Given the reactants Cl[C:2]1[C:14]2[C:13]3[CH2:12][C:11]([O:18][CH3:19])([CH2:15][O:16][CH3:17])[CH2:10][CH2:9][C:8]=3[NH:7][C:6]=2[N:5]=[CH:4][N:3]=1.[CH:20]([O:23][C:24]1[CH:32]=[C:31]2[C:27]([CH:28]=[N:29][NH:30]2)=[CH:26][C:25]=1[NH2:33])([CH3:22])[CH3:21], predict the reaction product. (5) Given the reactants [CH2:1]([O:3][C:4]([C:6]1[NH:7][C:8]2[C:13]([C:14]=1[C:15]1[CH:20]=[CH:19][CH:18]=[CH:17][CH:16]=1)=[CH:12][CH:11]=[CH:10][CH:9]=2)=[O:5])[CH3:2].[H-].[Na+].[CH3:23][C:24]1[CH:29]=[CH:28][C:27]([S:30](Cl)(=[O:32])=[O:31])=[CH:26][CH:25]=1.Cl, predict the reaction product. The product is: [CH2:1]([O:3][C:4]([C:6]1[N:7]([S:30]([C:27]2[CH:28]=[CH:29][C:24]([CH3:23])=[CH:25][CH:26]=2)(=[O:32])=[O:31])[C:8]2[C:13]([C:14]=1[C:15]1[CH:20]=[CH:19][CH:18]=[CH:17][CH:16]=1)=[CH:12][CH:11]=[CH:10][CH:9]=2)=[O:5])[CH3:2].